From a dataset of Forward reaction prediction with 1.9M reactions from USPTO patents (1976-2016). Predict the product of the given reaction. (1) Given the reactants F[C:2](F)(F)C(O)=O.C([Zn]CC)C.ICI.[I:16][C:17](=[CH2:37])[CH2:18][C@H:19]([CH2:28][O:29][Si:30]([CH3:36])([CH3:35])[C:31]([CH3:34])([CH3:33])[CH3:32])[O:20][Si:21]([CH3:27])([CH3:26])[C:22]([CH3:25])([CH3:24])[CH3:23], predict the reaction product. The product is: [I:16][C:17]1([CH2:18][C@H:19]([CH2:28][O:29][Si:30]([CH3:36])([CH3:35])[C:31]([CH3:34])([CH3:33])[CH3:32])[O:20][Si:21]([CH3:27])([CH3:26])[C:22]([CH3:25])([CH3:24])[CH3:23])[CH2:2][CH2:37]1. (2) Given the reactants [Cl:1][C:2]1[CH:7]=[CH:6][CH:5]=[CH:4][C:3]=1[SH:8].Br[CH2:10][CH2:11][CH2:12][Cl:13], predict the reaction product. The product is: [Cl:1][C:2]1[CH:7]=[CH:6][CH:5]=[CH:4][C:3]=1[S:8][CH2:10][CH2:11][CH2:12][Cl:13]. (3) The product is: [CH:1]1([CH2:4][O:5][C:6]2[CH:7]=[C:8]3[C:14]([C:15]4[CH:16]=[N:17][N:18]([CH3:20])[CH:19]=4)=[CH:13][NH:12][C:9]3=[N:10][CH:11]=2)[CH2:2][CH2:3]1. Given the reactants [CH:1]1([CH2:4][O:5][C:6]2[CH:7]=[C:8]3[C:14]([C:15]4[CH:16]=[N:17][N:18]([CH3:20])[CH:19]=4)=[CH:13][N:12](COCC[Si](C)(C)C)[C:9]3=[N:10][CH:11]=2)[CH2:3][CH2:2]1.CCCC[N+](CCCC)(CCCC)CCCC.[F-].CCOC(C)=O.C([O-])(O)=O.[Na+], predict the reaction product. (4) Given the reactants S(Cl)([Cl:4])(=O)=O.[Cl:6][C:7]1[C:12]([CH:13]=[O:14])=[C:11]([Cl:15])[N:10]=[C:9]([CH3:16])[N:8]=1, predict the reaction product. The product is: [Cl:15][C:11]1[C:12]([C:13]([Cl:4])=[O:14])=[C:7]([Cl:6])[N:8]=[C:9]([CH3:16])[N:10]=1. (5) The product is: [CH:1]1([S:6]([CH2:7][CH2:8][NH:9][C:10]2[N:15]=[C:14]([N:16]3[C:20]4[CH:21]=[CH:22][CH:23]=[CH:24][C:19]=4[N:18]=[C:17]3[CH:25]([F:27])[F:26])[N:13]=[C:12]([N:28]3[CH2:29][CH2:30][O:31][CH2:32][CH2:33]3)[N:11]=2)=[O:42])[CH2:2][CH2:3][CH2:4][CH2:5]1. Given the reactants [CH:1]1([S:6][CH2:7][CH2:8][NH:9][C:10]2[N:15]=[C:14]([N:16]3[C:20]4[CH:21]=[CH:22][CH:23]=[CH:24][C:19]=4[N:18]=[C:17]3[CH:25]([F:27])[F:26])[N:13]=[C:12]([N:28]3[CH2:33][CH2:32][O:31][CH2:30][CH2:29]3)[N:11]=2)[CH2:5][CH2:4][CH2:3][CH2:2]1.ClC1C=CC=C(C(OO)=[O:42])C=1.O, predict the reaction product. (6) The product is: [NH:1]1[C:5]2[CH:6]=[CH:7][C:8]([N:10]3[CH:15]([C:14]4[C:17]([F:20])=[CH:18][CH:19]=[C:12]([Cl:11])[C:13]=4[F:21])[C:34](=[N:33][CH:35]4[CH2:40][CH2:39][CH2:38][CH2:37][CH2:36]4)[NH:25][C:24]3=[O:22])=[CH:9][C:4]=2[N:3]=[CH:2]1. Given the reactants [NH:1]1[C:5]2[CH:6]=[CH:7][C:8]([NH2:10])=[CH:9][C:4]=2[N:3]=[CH:2]1.[Cl:11][C:12]1[C:13]([F:21])=[C:14]([C:17]([F:20])=[CH:18][CH:19]=1)[CH:15]=O.[O:22]([C:24]#[N:25])[K].Cl.N1C=CC=CC=1.[N+:33]([CH:35]1[CH2:40][CH2:39][CH2:38][CH2:37][CH2:36]1)#[C-:34], predict the reaction product. (7) Given the reactants C(O[CH2:9][CH2:10][CH2:11][CH2:12][C:13]1[C:22]2[C:17](=[CH:18][CH:19]=[CH:20][CH:21]=2)[C:16](=[O:23])[NH:15][N:14]=1)C1C=CC=CC=1.B(Br)(Br)[Br:25], predict the reaction product. The product is: [Br:25][CH2:9][CH2:10][CH2:11][CH2:12][C:13]1[C:22]2[C:17](=[CH:18][CH:19]=[CH:20][CH:21]=2)[C:16](=[O:23])[NH:15][N:14]=1. (8) Given the reactants [F:1][C:2]1[CH:13]=[C:12]([N+:14]([O-])=O)[CH:11]=[CH:10][C:3]=1[CH2:4][NH:5][S:6]([CH3:9])(=[O:8])=[O:7].[H][H], predict the reaction product. The product is: [NH2:14][C:12]1[CH:11]=[CH:10][C:3]([CH2:4][NH:5][S:6]([CH3:9])(=[O:8])=[O:7])=[C:2]([F:1])[CH:13]=1. (9) Given the reactants Br[C:2]1[C:6]2[N:7]=[C:8]([NH2:11])[N:9]=[CH:10][C:5]=2[S:4][CH:3]=1.[NH2:12][C:13]1[CH:14]=[C:15](B(O)O)[CH:16]=[CH:17][CH:18]=1, predict the reaction product. The product is: [NH2:12][C:13]1[CH:18]=[C:17]([C:2]2[C:6]3[N:7]=[C:8]([NH2:11])[N:9]=[CH:10][C:5]=3[S:4][CH:3]=2)[CH:16]=[CH:15][CH:14]=1. (10) The product is: [CH2:21]([O:23][C:24]1[CH:29]=[N:28][C:27]([C:30]2[CH:31]=[C:32]([CH:33]=[CH:34][CH:35]=2)[O:36][C:2]2[C:7](=[O:8])[CH:6]=[CH:5][N:4]([C:9]3[CH:10]=[N:11][N:12]([CH3:14])[CH:13]=3)[N:3]=2)=[N:26][CH:25]=1)[CH3:22]. Given the reactants Cl[C:2]1[C:7](=[O:8])[CH:6]=[CH:5][N:4]([C:9]2[CH:10]=[N:11][N:12]([CH3:14])[CH:13]=2)[N:3]=1.C(=O)([O-])[O-].[K+].[K+].[CH2:21]([O:23][C:24]1[CH:25]=[N:26][C:27]([C:30]2[CH:31]=[C:32]([OH:36])[CH:33]=[CH:34][CH:35]=2)=[N:28][CH:29]=1)[CH3:22].CN(C=O)C, predict the reaction product.